This data is from Full USPTO retrosynthesis dataset with 1.9M reactions from patents (1976-2016). The task is: Predict the reactants needed to synthesize the given product. (1) Given the product [CH3:1][O:2][C:3](=[O:25])[CH:4]=[CH:5][C:6]1[CH:11]=[CH:10][C:9]([CH2:12][N:13]([CH2:14][CH2:15][C:16]2[C:24]3[C:19](=[CH:20][CH:21]=[CH:22][CH:23]=3)[NH:18][CH:17]=2)[C:42]([NH:41][C:33](=[O:40])[C:34]2[CH:35]=[CH:36][CH:37]=[CH:38][CH:39]=2)=[O:43])=[CH:8][CH:7]=1, predict the reactants needed to synthesize it. The reactants are: [CH3:1][O:2][C:3](=[O:25])[CH:4]=[CH:5][C:6]1[CH:11]=[CH:10][C:9]([CH2:12][NH:13][CH2:14][CH2:15][C:16]2[C:24]3[C:19](=[CH:20][CH:21]=[CH:22][CH:23]=3)[NH:18][CH:17]=2)=[CH:8][CH:7]=1.C(N(CC)CC)C.[C:33]([N:41]=[C:42]=[O:43])(=[O:40])[C:34]1[CH:39]=[CH:38][CH:37]=[CH:36][CH:35]=1. (2) Given the product [CH2:1]1[CH2:10][O:9][C:8]2[CH:7]=[CH:6][C:5]([NH:11][C:12]3[N:17]=[C:16]([NH:18][C:19]4[CH:24]=[CH:23][C:22]5[O:25][CH2:26][CH2:27][O:28][C:21]=5[CH:20]=4)[CH:15]=[C:14]([C:35]4[CH:40]=[CH:39][CH:38]=[CH:37][CH:36]=4)[N:13]=3)=[CH:4][C:3]=2[O:2]1, predict the reactants needed to synthesize it. The reactants are: [CH2:1]1[CH2:10][O:9][C:8]2[CH:7]=[CH:6][C:5]([NH:11][C:12]3[N:17]=[C:16]([NH:18][C:19]4[CH:24]=[CH:23][C:22]5[O:25][CH2:26][CH2:27][O:28][C:21]=5[CH:20]=4)[C:15](C4C=CC=CC=4)=[CH:14][N:13]=3)=[CH:4][C:3]=2[O:2]1.[C:35]1(B(O)O)[CH:40]=[CH:39][CH:38]=[CH:37][CH:36]=1. (3) Given the product [NH2:12][C:13]1[N:18]=[CH:17][C:16]([C:19]2[CH:20]=[CH:21][C:22]([C:25]([N:26]([CH3:27])[CH3:28])=[O:29])=[CH:23][CH:24]=2)=[N:15][C:14]=1[C:30]([NH:8][NH:7][C:5]([C:4]1[CH:9]=[CH:10][CH:11]=[C:2]([F:1])[CH:3]=1)=[O:6])=[O:31], predict the reactants needed to synthesize it. The reactants are: [F:1][C:2]1[CH:3]=[C:4]([CH:9]=[CH:10][CH:11]=1)[C:5]([NH:7][NH2:8])=[O:6].[NH2:12][C:13]1[C:14]([C:30](O)=[O:31])=[N:15][C:16]([C:19]2[CH:24]=[CH:23][C:22]([C:25](=[O:29])[N:26]([CH3:28])[CH3:27])=[CH:21][CH:20]=2)=[CH:17][N:18]=1.C(N(CC)CC)C.CN(C(ON1N=NC2C=CC=CC1=2)=[N+](C)C)C.[B-](F)(F)(F)F.